This data is from Catalyst prediction with 721,799 reactions and 888 catalyst types from USPTO. The task is: Predict which catalyst facilitates the given reaction. (1) Reactant: [CH2:1]([N:8]1[CH2:13][C:12](=O)[NH:11][C@H:10]([CH2:15][C:16]2[CH:21]=[CH:20][C:19]([Br:22])=[CH:18][CH:17]=2)[C:9]1=O)[C:2]1[CH:7]=[CH:6][CH:5]=[CH:4][CH:3]=1.S(C)C. Product: [CH2:1]([N:8]1[CH2:13][CH2:12][NH:11][C@H:10]([CH2:15][C:16]2[CH:17]=[CH:18][C:19]([Br:22])=[CH:20][CH:21]=2)[CH2:9]1)[C:2]1[CH:3]=[CH:4][CH:5]=[CH:6][CH:7]=1. The catalyst class is: 1. (2) Reactant: [N:1]1([CH2:7][CH2:8][CH2:9][O:10][C:11]2[CH:24]=[CH:23][C:14]([CH2:15][N:16]3[CH2:22][CH2:21][CH2:20][NH:19][CH2:18][CH2:17]3)=[CH:13][CH:12]=2)[CH2:6][CH2:5][CH2:4][CH2:3][CH2:2]1.[O:25]1[C:29]2[CH:30]=[CH:31][C:32]([C:34](O)=[O:35])=[CH:33][C:28]=2[O:27][CH2:26]1.C1(N=C=NC2CCCCC2)CCCCC1.O.ON1C2C=CC=CC=2N=N1. Product: [O:25]1[C:29]2[CH:30]=[CH:31][C:32]([C:34]([N:19]3[CH2:20][CH2:21][CH2:22][N:16]([CH2:15][C:14]4[CH:23]=[CH:24][C:11]([O:10][CH2:9][CH2:8][CH2:7][N:1]5[CH2:2][CH2:3][CH2:4][CH2:5][CH2:6]5)=[CH:12][CH:13]=4)[CH2:17][CH2:18]3)=[O:35])=[CH:33][C:28]=2[O:27][CH2:26]1. The catalyst class is: 98. (3) The catalyst class is: 12. Product: [CH:7]1([CH2:6][NH:5][C:12](=[O:11])[C:13]2[CH:18]=[CH:17][C:16]([O:19][CH2:20][C:21]3[C:22]([C:28]4[CH:33]=[CH:32][C:31]([F:34])=[C:30]([F:35])[CH:29]=4)=[N:23][O:24][C:25]=3[CH2:26][OH:27])=[N:15][CH:14]=2)[CH2:9][CH2:8]1. Reactant: C[Al](C)C.[NH2:5][CH2:6][CH:7]1[CH2:9][CH2:8]1.C[O:11][C:12](=O)[C:13]1[CH:18]=[CH:17][C:16]([O:19][CH2:20][C:21]2[C:22]([C:28]3[CH:33]=[CH:32][C:31]([F:34])=[C:30]([F:35])[CH:29]=3)=[N:23][O:24][C:25]=2[CH2:26][OH:27])=[N:15][CH:14]=1.